The task is: Predict the reactants needed to synthesize the given product.. This data is from Full USPTO retrosynthesis dataset with 1.9M reactions from patents (1976-2016). (1) Given the product [OH:17][C:15]1[C:26]2[C:33](=[CH:34][CH:35]=[CH:24][CH:25]=2)[CH:32]=[CH:31][C:16]=1[C:12]([O:14][CH2:36][CH3:37])=[O:13], predict the reactants needed to synthesize it. The reactants are: OC1([C:12]([OH:14])=[O:13])C2C(=CC=CC=2)C=CC1.[CH2:15]([OH:17])[CH3:16].Cl.C(N=C=N[CH2:24][CH2:25][CH2:26]N(C)C)C.N1[CH:35]=[CH:34][CH:33]=[CH:32][CH:31]=1.[C:36]1(C)C=CC=C[CH:37]=1. (2) Given the product [Si:16]([O:15][CH2:14][C@@H:13]1[CH:12]=[C:11]([C:23](=[O:24])[N:28]([CH3:29])[CH3:27])[C@H:10]([OH:26])[CH2:9][N:8]1[C:6]([O:5][C:1]([CH3:4])([CH3:3])[CH3:2])=[O:7])([C:19]([CH3:22])([CH3:21])[CH3:20])([CH3:18])[CH3:17], predict the reactants needed to synthesize it. The reactants are: [C:1]([O:5][C:6]([N:8]1[C@H:13]([CH2:14][O:15][Si:16]([C:19]([CH3:22])([CH3:21])[CH3:20])([CH3:18])[CH3:17])[CH:12]=[C:11]([C:23](O)=[O:24])[C@H:10]([OH:26])[CH2:9]1)=[O:7])([CH3:4])([CH3:3])[CH3:2].[CH3:27][NH:28][CH3:29].C1COCC1.CN(C(ON1N=NC2C=CC=NC1=2)=[N+](C)C)C.F[P-](F)(F)(F)(F)F.CCN(C(C)C)C(C)C. (3) Given the product [CH:1]1([N:6]2[CH2:12][C:11]([F:13])([F:14])[C:10](=[O:15])[N:9]([CH3:16])[C:8]3[CH:17]=[N:18][C:19]([NH:21][C:22]4[CH:30]=[CH:29][C:25]([C:26]([NH:66][CH2:65][CH2:64][CH2:63][N:57]5[CH2:62][CH2:61][CH2:60][CH2:59][CH2:58]5)=[O:28])=[CH:24][C:23]=4[O:31][CH3:32])=[N:20][C:7]2=3)[CH2:2][CH2:3][CH2:4][CH2:5]1, predict the reactants needed to synthesize it. The reactants are: [CH:1]1([N:6]2[CH2:12][C:11]([F:14])([F:13])[C:10](=[O:15])[N:9]([CH3:16])[C:8]3[CH:17]=[N:18][C:19]([NH:21][C:22]4[CH:30]=[CH:29][C:25]([C:26]([OH:28])=O)=[CH:24][C:23]=4[O:31][CH3:32])=[N:20][C:7]2=3)[CH2:5][CH2:4][CH2:3][CH2:2]1.F[P-](F)(F)(F)(F)F.CN(C(N(C)C)=[N+]1C2C(=NC=CC=2)[N+]([O-])=N1)C.[N:57]1([CH2:63][CH2:64][CH2:65][NH2:66])[CH2:62][CH2:61][CH2:60][CH2:59][CH2:58]1.[OH-].[Na+]. (4) The reactants are: [CH:1]1([CH2:7][CH2:8][O:9][C:10]2[CH:17]=[CH:16][C:13]([C:14]#N)=[CH:12][N:11]=2)[CH2:6][CH2:5][CH2:4][CH2:3][CH2:2]1.CC(C[AlH]CC(C)C)C.[Cl-].[NH4+].CC[O:31]C(C)=O. Given the product [CH:1]1([CH2:7][CH2:8][O:9][C:10]2[CH:17]=[CH:16][C:13]([CH:14]=[O:31])=[CH:12][N:11]=2)[CH2:6][CH2:5][CH2:4][CH2:3][CH2:2]1, predict the reactants needed to synthesize it. (5) Given the product [CH2:35]([O:26][C:25]1[C:17]([C:10]2([OH:27])[C:11]3[C:16](=[CH:15][CH:14]=[CH:13][CH:12]=3)[N:8]([CH:7]([C:1]3[CH:2]=[CH:3][CH:4]=[CH:5][CH:6]=3)[C:29]3[CH:30]=[CH:31][CH:32]=[CH:33][CH:34]=3)[C:9]2=[O:28])=[CH:18][C:19]2[O:23][CH2:22][O:21][C:20]=2[CH:24]=1)[C:36]1[CH:41]=[CH:40][CH:39]=[CH:38][CH:37]=1, predict the reactants needed to synthesize it. The reactants are: [C:1]1([CH:7]([C:29]2[CH:34]=[CH:33][CH:32]=[CH:31][CH:30]=2)[N:8]2[C:16]3[C:11](=[CH:12][CH:13]=[CH:14][CH:15]=3)[C:10]([OH:27])([C:17]3[C:25]([OH:26])=[CH:24][C:20]4[O:21][CH2:22][O:23][C:19]=4[CH:18]=3)[C:9]2=[O:28])[CH:6]=[CH:5][CH:4]=[CH:3][CH:2]=1.[CH2:35](Br)[C:36]1[CH:41]=[CH:40][CH:39]=[CH:38][CH:37]=1.C(=O)([O-])[O-].[K+].[K+]. (6) Given the product [C:36]([NH:34][C:35]1[N:7]2[CH:8]=[C:3]([C:2]([F:1])([F:10])[F:11])[CH:4]=[CH:5][C:6]2=[N:9][C:16]=1[C:15]1[CH:14]=[C:13]([Cl:12])[CH:20]=[C:19]([Cl:21])[CH:18]=1)([CH3:39])([CH3:38])[CH3:37], predict the reactants needed to synthesize it. The reactants are: [F:1][C:2]([F:11])([F:10])[C:3]1[CH:4]=[CH:5][C:6]([NH2:9])=[N:7][CH:8]=1.[Cl:12][C:13]1[CH:14]=[C:15]([CH:18]=[C:19]([Cl:21])[CH:20]=1)[CH:16]=O.O.C1(C)C=CC(S(O)(=O)=O)=CC=1.[N+:34]([C:36]([CH3:39])([CH3:38])[CH3:37])#[C-:35].